Dataset: Reaction yield outcomes from USPTO patents with 853,638 reactions. Task: Predict the reaction yield, written as a fraction of the theoretical maximum amount of product (1.0 means a 100% yield; for example, 0.34 means a 34% yield). The reactants are [NH:1]1[CH2:6][CH2:5][CH:4]([O:7][C:8](=[O:19])[NH:9][C:10]2[CH:15]=[CH:14][C:13]([CH:16]([CH3:18])[CH3:17])=[CH:12][CH:11]=2)[CH2:3][CH2:2]1.[NH2:20][C:21]1[C:26]([CH:27]=O)=[C:25](Cl)[N:24]=[CH:23][N:22]=1.CCN(C(C)C)C(C)C.Cl.[CH3:40][O:41][NH2:42]. The catalyst is CS(C)=O. The product is [NH2:20][C:21]1[N:22]=[CH:23][N:24]=[C:25]([N:1]2[CH2:2][CH2:3][CH:4]([O:7][C:8](=[O:19])[NH:9][C:10]3[CH:15]=[CH:14][C:13]([CH:16]([CH3:17])[CH3:18])=[CH:12][CH:11]=3)[CH2:5][CH2:6]2)[C:26]=1[CH:27]=[N:42][O:41][CH3:40]. The yield is 0.219.